From a dataset of Retrosynthesis with 50K atom-mapped reactions and 10 reaction types from USPTO. Predict the reactants needed to synthesize the given product. (1) Given the product CC(C)c1cc(CNC(=O)c2ccc(OCC3CC3)c(-c3ccc(Cl)cc3)n2)no1, predict the reactants needed to synthesize it. The reactants are: CC(C)c1cc(CN)no1.O=C(O)c1ccc(OCC2CC2)c(-c2ccc(Cl)cc2)n1. (2) Given the product CN(C)c1ccccc1S(=O)c1nc2cc(N)ccc2[nH]1, predict the reactants needed to synthesize it. The reactants are: CN(C)c1ccccc1S(=O)c1nc2cc([N+](=O)[O-])ccc2[nH]1. (3) Given the product CCc1cccc(Oc2nc(C(=O)NC(C)c3cc(F)c(NS(C)(=O)=O)c(F)c3)co2)c1, predict the reactants needed to synthesize it. The reactants are: CC(NC(=O)c1coc(Cl)n1)c1cc(F)c(NS(C)(=O)=O)c(F)c1.CCc1cccc(O)c1. (4) Given the product CC1(C)COCC(COS(C)(=O)=O)O1, predict the reactants needed to synthesize it. The reactants are: CC1(C)COCC(CO)O1.CS(=O)(=O)Cl. (5) Given the product COc1cc(NCc2cnc(SC)nc2N)cc(OC)c1, predict the reactants needed to synthesize it. The reactants are: COc1cc(N)cc(OC)c1.CSc1ncc(C=O)c(N)n1. (6) The reactants are: O=C1N(C(c2ccccc2)c2ccccc2)c2ccccc2C1(O)c1c(O)c(Cl)cc2c1OCCO2. Given the product O=C1C(c2c(O)c(Cl)cc3c2OCCO3)c2ccccc2N1C(c1ccccc1)c1ccccc1, predict the reactants needed to synthesize it. (7) Given the product CS(=O)(=O)Nc1c(F)cc(CN)cc1F, predict the reactants needed to synthesize it. The reactants are: CS(=O)(=O)Nc1c(F)cc(C#N)cc1F. (8) The reactants are: CC(C)(C)c1cccc(C2(NCC(O)C(N)Cc3cc(F)cc(F)c3)CCCCC2)c1.O=C(O)Cc1ccc(I)cc1. Given the product CC(C)(C)c1cccc(C2(NCC(O)C(Cc3cc(F)cc(F)c3)Nc3ccc(CC(=O)O)cc3)CCCCC2)c1, predict the reactants needed to synthesize it. (9) Given the product CCCCCS(=O)(=O)NC(=O)CCc1ccc(OCCCOC)cc1Oc1ncc(C(F)(F)F)cc1Cl, predict the reactants needed to synthesize it. The reactants are: CCCCCS(N)(=O)=O.COCCCOc1ccc(CCC(=O)O)c(Oc2ncc(C(F)(F)F)cc2Cl)c1. (10) Given the product c1cc2c(c(N3CCNCC3)c1)CCCC2, predict the reactants needed to synthesize it. The reactants are: ClCCNCCCl.Nc1cccc2c1CCCC2.